This data is from hERG Central: cardiac toxicity at 1µM, 10µM, and general inhibition. The task is: Predict hERG channel inhibition at various concentrations. (1) The compound is O=C(CSc1ccc2nnc(-c3cccnc3)n2n1)NCc1ccc2c(c1)OCO2. Results: hERG_inhib (hERG inhibition (general)): blocker. (2) The compound is CN(C)C1(CNC(=O)Nc2ccc(Cl)c(Cl)c2)CCCCC1. Results: hERG_inhib (hERG inhibition (general)): blocker. (3) The molecule is O=C(NCCCN1CCCC1)c1ccc(CSCc2cccc(Cl)c2)o1. Results: hERG_inhib (hERG inhibition (general)): blocker. (4) The molecule is O=C(Nc1ccccc1F)c1ccc(CN2CCN(c3ccccc3)CC2)cc1. Results: hERG_inhib (hERG inhibition (general)): blocker.